Dataset: Serine/threonine kinase 33 screen with 319,792 compounds. Task: Binary Classification. Given a drug SMILES string, predict its activity (active/inactive) in a high-throughput screening assay against a specified biological target. (1) The drug is O(c1ccc(CN2CCN(CC2)CC)cc1)CCCC. The result is 0 (inactive). (2) The molecule is O(c1c(NC(=O)C(=O)N\N=C\c2c([N+]([O-])=O)cccc2)cc(OC)cc1)C. The result is 0 (inactive). (3) The compound is Clc1ccc(Sc2n(CC(C)C)c(nc2[N+]([O-])=O)C(C)C)nc1. The result is 0 (inactive). (4) The compound is Clc1ccc(NC(=O)c2sc3nc(nc(N4CCN(CC4)c4ncccc4)c3c2C)C)cc1. The result is 0 (inactive). (5) The molecule is s1c(CN(C(c2ccc(F)cc2)C(=O)NCc2ccccc2)C(=O)c2nccnc2)ccc1. The result is 0 (inactive). (6) The compound is Fc1ccc(c2nn(c(=O)c(Cc3ccccc3)c2)CC(OCC)=O)cc1. The result is 0 (inactive).